Dataset: Forward reaction prediction with 1.9M reactions from USPTO patents (1976-2016). Task: Predict the product of the given reaction. (1) Given the reactants [CH2:1]([Mg]Br)[CH3:2].[Cl:5][C:6]1[CH:7]=[CH:8][C:9]([CH:29]=[O:30])=[C:10]2[C:14]=1[N:13]=[C:12]1[N:15]([C:19]3[CH:20]=[N:21][C:22]([N:26]([CH3:28])[CH3:27])=[CH:23][C:24]=3[CH3:25])[CH2:16][CH2:17][CH2:18][N:11]21, predict the reaction product. The product is: [Cl:5][C:6]1[C:14]2[N:13]=[C:12]3[N:15]([C:19]4[CH:20]=[N:21][C:22]([N:26]([CH3:27])[CH3:28])=[CH:23][C:24]=4[CH3:25])[CH2:16][CH2:17][CH2:18][N:11]3[C:10]=2[C:9]([CH:29]([OH:30])[CH2:1][CH3:2])=[CH:8][CH:7]=1. (2) The product is: [Cl:1][C:2]1[CH:3]=[C:4]([C@@H:9]([OH:21])[CH2:10][NH:11][CH2:12][CH2:13][C:14]2[CH:15]=[CH:16][C:17]([OH:20])=[CH:18][CH:19]=2)[CH:5]=[N:6][CH:7]=1. Given the reactants [Cl:1][C:2]1[CH:3]=[C:4]([C@@H:9]([OH:21])[CH2:10][NH:11][CH2:12][CH2:13][C:14]2[CH:19]=[CH:18][C:17]([OH:20])=[CH:16][CH:15]=2)[CH:5]=[N:6][C:7]=1Cl, predict the reaction product. (3) Given the reactants [Cl:1][C:2]1[C:3]([OH:40])=[C:4]([S:9]([N:12]([CH2:26][C:27]2[CH:32]=[CH:31][C:30]([C:33]3[CH:38]=[CH:37][C:36]([F:39])=[CH:35][CH:34]=3)=[CH:29][CH:28]=2)[CH2:13][C:14]2[CH:19]=[CH:18][CH:17]=[C:16]([CH2:20][NH:21][CH2:22][CH:23]([CH3:25])[CH3:24])[CH:15]=2)(=[O:11])=[O:10])[CH:5]=[C:6]([Cl:8])[CH:7]=1.[Cl:41][C:42]1[C:47]([Cl:48])=[CH:46][CH:45]=[CH:44][C:43]=1[N:49]=[C:50]=[O:51], predict the reaction product. The product is: [Cl:1][C:2]1[C:3]([OH:40])=[C:4]([S:9]([N:12]([CH2:13][C:14]2[CH:19]=[CH:18][CH:17]=[C:16]([CH2:20][N:21]([CH2:22][CH:23]([CH3:25])[CH3:24])[C:50]([NH:49][C:43]3[CH:44]=[CH:45][CH:46]=[C:47]([Cl:48])[C:42]=3[Cl:41])=[O:51])[CH:15]=2)[CH2:26][C:27]2[CH:32]=[CH:31][C:30]([C:33]3[CH:34]=[CH:35][C:36]([F:39])=[CH:37][CH:38]=3)=[CH:29][CH:28]=2)(=[O:11])=[O:10])[CH:5]=[C:6]([Cl:8])[CH:7]=1.